Predict which catalyst facilitates the given reaction. From a dataset of Catalyst prediction with 721,799 reactions and 888 catalyst types from USPTO. (1) Reactant: [C:1]1([S:7]([N:10]2[CH2:14][CH:13]=[CH:12][CH2:11]2)(=[O:9])=[O:8])[CH:6]=[CH:5][CH:4]=[CH:3][CH:2]=1.ClC1C=C(C=CC=1)C(OO)=[O:20]. Product: [C:1]1([S:7]([N:10]2[CH2:11][CH:12]3[O:20][C:13]3=[CH:14]2)(=[O:9])=[O:8])[CH:2]=[CH:3][CH:4]=[CH:5][CH:6]=1. The catalyst class is: 4. (2) Reactant: C1(P(C2C=CC=CC=2)C2C=CC=CC=2)C=CC=CC=1.N(C(OCC)=O)=NC(OCC)=O.[OH:32][C:33]1[CH:34]=[C:35]2[C:40](=[CH:41][CH:42]=1)[CH:39]=[N:38][CH:37]=[CH:36]2.[CH3:43][N:44]1[CH:48]2[CH2:49][CH:50](O)[CH2:51][CH:45]1[CH2:46][CH2:47]2. Product: [CH3:43][N:44]1[CH:48]2[CH2:47][CH2:46][CH:45]1[CH2:51][CH:50]([O:32][C:33]1[CH:34]=[C:35]3[C:40](=[CH:41][CH:42]=1)[CH:39]=[N:38][CH:37]=[CH:36]3)[CH2:49]2. The catalyst class is: 236. (3) Reactant: Br[C:2]1[CH:3]=[C:4]([CH:30]=[CH:31][CH:32]=1)[CH2:5][N:6]1[C:14]2[C:9](=[CH:10][CH:11]=[CH:12][CH:13]=2)[C:8]([C:15]2[CH:20]=[CH:19][C:18]([C:21]([CH3:24])([CH3:23])[CH3:22])=[CH:17][CH:16]=2)=[C:7]1[C:25]([O:27][CH2:28][CH3:29])=[O:26].[N:33]1(C(OC(C)(C)C)=O)[CH2:38][CH2:37][NH:36][CH2:35][CH2:34]1.CC([O-])(C)C.[Na+]. Product: [C:21]([C:18]1[CH:19]=[CH:20][C:15]([C:8]2[C:9]3[C:14](=[CH:13][CH:12]=[CH:11][CH:10]=3)[N:6]([CH2:5][C:4]3[CH:30]=[CH:31][CH:32]=[C:2]([N:33]4[CH2:38][CH2:37][NH:36][CH2:35][CH2:34]4)[CH:3]=3)[C:7]=2[C:25]([O:27][CH2:28][CH3:29])=[O:26])=[CH:16][CH:17]=1)([CH3:23])([CH3:22])[CH3:24]. The catalyst class is: 222. (4) Reactant: C(OC[N:9]1[CH:13]=[C:12]([CH2:14][CH2:15][CH2:16][C:17]([NH:19][CH:20]2[CH2:25][CH2:24][N:23]([C:26]([O:28][CH2:29][C:30]3[CH:35]=[C:34]([F:36])[CH:33]=[C:32]([Cl:37])[CH:31]=3)=[O:27])[CH2:22][CH2:21]2)=[O:18])[N:11]=[N:10]1)(=O)C(C)(C)C.[OH-].[Na+].Cl. Product: [NH:9]1[CH:13]=[C:12]([CH2:14][CH2:15][CH2:16][C:17]([NH:19][CH:20]2[CH2:25][CH2:24][N:23]([C:26]([O:28][CH2:29][C:30]3[CH:35]=[C:34]([F:36])[CH:33]=[C:32]([Cl:37])[CH:31]=3)=[O:27])[CH2:22][CH2:21]2)=[O:18])[N:11]=[N:10]1. The catalyst class is: 5. (5) Reactant: [CH3:1][C:2]1[CH:7]=[CH:6][C:5]([S:8](Cl)(=[O:10])=[O:9])=[CH:4][CH:3]=1.[CH3:12][CH:13]([OH:15])[CH3:14].O. Product: [CH:13]([O:15][S:8]([C:5]1[CH:6]=[CH:7][C:2]([CH3:1])=[CH:3][CH:4]=1)(=[O:10])=[O:9])([CH3:14])[CH3:12]. The catalyst class is: 17. (6) Reactant: [CH:1]1([N:7]2[CH:11]=[C:10]([CH2:12][O:13][C:14]3[CH:15]=[C:16]4[C:20](=[CH:21][CH:22]=3)[NH:19][CH2:18][CH2:17]4)[C:9]([C:23]([F:26])([F:25])[F:24])=[N:8]2)[CH2:6][CH2:5][CH2:4][CH2:3][CH2:2]1.[C:27]([O:31][C:32](=[O:56])[CH2:33][CH2:34][N:35]([C:49]([O:51][C:52]([CH3:55])([CH3:54])[CH3:53])=[O:50])[CH2:36][C:37](=[O:48])N1C2C(=CC(O)=CC=2)CC1)([CH3:30])([CH3:29])[CH3:28].CCN=C=NCCCN(C)C.Cl.C1C=CC2N(O)N=NC=2C=1.CCN(C(C)C)C(C)C.C(=O)([O-])O.[Na+]. Product: [C:27]([O:31][C:32](=[O:56])[CH2:33][CH2:34][N:35]([C:49]([O:51][C:52]([CH3:55])([CH3:54])[CH3:53])=[O:50])[CH2:36][C:37](=[O:48])[N:19]1[C:20]2[C:16](=[CH:15][C:14]([O:13][CH2:12][C:10]3[C:9]([C:23]([F:26])([F:24])[F:25])=[N:8][N:7]([CH:1]4[CH2:6][CH2:5][CH2:4][CH2:3][CH2:2]4)[CH:11]=3)=[CH:22][CH:21]=2)[CH2:17][CH2:18]1)([CH3:29])([CH3:30])[CH3:28]. The catalyst class is: 3.